Regression. Given a target protein amino acid sequence and a drug SMILES string, predict the binding affinity score between them. We predict pIC50 (pIC50 = -log10(IC50 in M); higher means more potent). Dataset: bindingdb_ic50. From a dataset of Drug-target binding data from BindingDB using IC50 measurements. (1) The compound is NC/C=C(/F)COc1ccc(C(=O)NC2CCCCC2)cc1. The target protein (O75106) has sequence MHLKIVLAFLALSLITIFALAYVLLTSPGGSSQPPHCPSVSHRAQPWPHPGQSQLFADLSREELTAVMRFLTQRLGPGLVDAAQAQPSDNCIFSVELQLPPKAAALAHLDRGSPPPAREALAIVLFGGQPQPNVSELVVGPLPHPSYMRDVTVERHGGPLPYHRRPVLRAEFTQMWRHLKEVELPKAPIFLSSTFNYNGSTLAAVHATPRGLRSGDRATWMALYHNISGVGLFLHPVGLELLLDHRALDPAHWTVQQVFYLGHYYADLGQLEREFKSGRLEVVRVPLPPPNGASSLRSRNSPGPLPPLQFSPQGSQYSVQGNLVVSSLWSFTFGHGVFSGLRIFDVRFQGERIAYEVSVQECVSIYGADSPKTMLTRYLDSSFGLGRNSRGLVRGVDCPYQATMVDIHILVGKGAVQLLPGAVCVFEEAQGLPLRRHHNYLQNHFYGGLASSALVVRSVSSVGNYDYIWDFVLYPNGALEGRVHATGYINTAFLKGGEEG.... The pIC50 is 5.0. (2) The small molecule is C=CCn1c(NS(=O)(=O)c2ccccc2)c(C#N)c2nc3ccccc3nc21. The target protein (P9WIS7) has sequence MAFSVQMPALGESVTEGTVTRWLKQEGDTVELDEPLVEVSTDKVDTEIPSPAAGVLTKIIAQEDDTVEVGGELAVIGDAKDAGEAAAPAPEKVPAAQPESKPAPEPPPVQPTSGAPAGGDAKPVLMPELGESVTEGTVIRWLKKIGDSVQVDEPLVEVSTDKVDTEIPSPVAGVLVSISADEDATVPVGGELARIGVAADIGAAPAPKPAPKPVPEPAPTPKAEPAPSPPAAQPAGAAEGAPYVTPLVRKLASENNIDLAGVTGTGVGGRIRKQDVLAAAEQKKRAKAPAPAAQAAAAPAPKAPPAPAPALAHLRGTTQKASRIRQITANKTRESLQATAQLTQTHEVDMTKIVGLRARAKAAFAEREGVNLTFLPFFAKAVIDALKIHPNINASYNEDTKEITYYDAEHLGFAVDTEQGLLSPVIHDAGDLSLAGLARAIADIAARARSGNLKPDELSGGTFTITNIGSQGALFDTPILVPPQAAMLGTGAIVKRPRVV.... The pIC50 is 5.5. (3) The drug is NCCCOc1c(Br)cc(CC(N=O)C(=O)NCCc2cnc(N)[nH]2)cc1Br. The target protein (P9WJN1) has sequence MSELRLMAVHAHPDDESSKGAATLARYADEGHRVLVVTLTGGERGEILNPAMDLPDVHGRIAEIRRDEMTKAAEILGVEHTWLGFVDSGLPKGDLPPPLPDDCFARVPLEVSTEALVRVVREFRPHVMTTYDENGGYPHPDHIRCHQVSVAAYEAAGDFCRFPDAGEPWTVSKLYYVHGFLRERMQMLQDEFARHGQRGPFEQWLAYWDPDHDFLTSRVTTRVECSKYFSQRDDALRAHATQIDPNAEFFAAPLAWQERLWPTEEFELARSRIPARPPETELFAGIEP. The pIC50 is 4.4.